Dataset: Forward reaction prediction with 1.9M reactions from USPTO patents (1976-2016). Task: Predict the product of the given reaction. (1) Given the reactants [CH3:1][C:2]1[N:3]([C:7]2[CH:12]=[CH:11][C:10]([NH:13][C:14]3[N:15]=[C:16](OS(C(F)(F)F)(=O)=O)[C:17]4[CH2:23][N:22]([C:24]([O:26][C:27]([CH3:30])([CH3:29])[CH3:28])=[O:25])[CH2:21][CH2:20][C:18]=4[N:19]=3)=[CH:9][CH:8]=2)[CH:4]=[CH:5][N:6]=1.[O:39]1[CH2:43][CH2:42][CH2:41][CH:40]1[CH2:44][NH:45][CH2:46][CH3:47], predict the reaction product. The product is: [CH2:46]([N:45]([CH2:44][CH:40]1[CH2:41][CH2:42][CH2:43][O:39]1)[C:16]1[C:17]2[CH2:23][N:22]([C:24]([O:26][C:27]([CH3:30])([CH3:28])[CH3:29])=[O:25])[CH2:21][CH2:20][C:18]=2[N:19]=[C:14]([NH:13][C:10]2[CH:9]=[CH:8][C:7]([N:3]3[CH:4]=[CH:5][N:6]=[C:2]3[CH3:1])=[CH:12][CH:11]=2)[N:15]=1)[CH3:47]. (2) Given the reactants [CH2:1]([N:8]([CH2:22][C:23]1[S:24][C:25](Br)=[CH:26][CH:27]=1)[S:9]([C:12]1[CH:17]=[CH:16][CH:15]=[CH:14][C:13]=1[C:18]([F:21])([F:20])[F:19])(=[O:11])=[O:10])[C:2]1[CH:7]=[CH:6][CH:5]=[CH:4][CH:3]=1.[CH3:29][S:30]([NH:33][C:34]1[CH:35]=[C:36](B(O)O)[CH:37]=[CH:38][CH:39]=1)(=[O:32])=[O:31].C([O-])([O-])=O.[Na+].[Na+], predict the reaction product. The product is: [CH2:1]([N:8]([CH2:22][C:23]1[S:24][C:25]([C:38]2[CH:37]=[CH:36][CH:35]=[C:34]([NH:33][S:30]([CH3:29])(=[O:31])=[O:32])[CH:39]=2)=[CH:26][CH:27]=1)[S:9]([C:12]1[CH:17]=[CH:16][CH:15]=[CH:14][C:13]=1[C:18]([F:21])([F:20])[F:19])(=[O:11])=[O:10])[C:2]1[CH:7]=[CH:6][CH:5]=[CH:4][CH:3]=1. (3) Given the reactants Br[C:2]1[CH:3]=[C:4]2[C@@:15]3([CH2:19][O:18][C:17]([NH2:20])=[N:16]3)[C:14]3[CH:13]=[C:12](Cl)[N:11]=[CH:10][C:9]=3[O:8][C:5]2=[CH:6][CH:7]=1.[F:22][C:23]1[N:28]=[CH:27][C:26](B(O)O)=[CH:25][CH:24]=1.[CH3:32][C:33]1([CH3:48])[O:38][CH2:37][CH2:36][C:35](B2OC(C)(C)C(C)(C)O2)=[CH:34]1, predict the reaction product. The product is: [CH3:32][C:33]1([CH3:48])[O:38][CH2:37][CH2:36][C:35]([C:12]2[N:11]=[CH:10][C:9]3[O:8][C:5]4[C:4]([C@@:15]5([CH2:19][O:18][C:17]([NH2:20])=[N:16]5)[C:14]=3[CH:13]=2)=[CH:3][C:2]([C:26]2[CH:27]=[N:28][C:23]([F:22])=[CH:24][CH:25]=2)=[CH:7][CH:6]=4)=[CH:34]1. (4) Given the reactants Cl[C:2]1[N:11]=[C:10](Cl)[C:9]2[C:4](=[CH:5][CH:6]=[CH:7][CH:8]=2)[N:3]=1.[CH:13]1([NH2:19])[CH2:18][CH2:17][CH2:16][CH2:15][CH2:14]1.[NH:20]1[C:28]2[C:23](=[CH:24][CH:25]=[CH:26][CH:27]=2)[CH:22]=[N:21]1, predict the reaction product. The product is: [CH:13]1([NH:19][C:10]2[C:9]3[C:4](=[CH:5][CH:6]=[CH:7][CH:8]=3)[N:3]=[C:2]([N:20]3[C:28]4[C:23](=[CH:24][CH:25]=[CH:26][CH:27]=4)[CH:22]=[N:21]3)[N:11]=2)[CH2:18][CH2:17][CH2:16][CH2:15][CH2:14]1. (5) Given the reactants [C:1]([O:5][C:6]([N:8]1[CH2:13][CH2:12][N:11]([C:14]([O:16][CH2:17][C:18]2[CH:23]=[CH:22][CH:21]=[CH:20][CH:19]=2)=[O:15])[CH:10]([C:24](=[O:29])NCOC)[CH2:9]1)=[O:7])([CH3:4])([CH3:3])[CH3:2].[F:30][C:31]1[CH:32]=[CH:33][C:34]2[O:38][CH:37]=[CH:36][C:35]=2[CH:39]=1, predict the reaction product. The product is: [C:1]([O:5][C:6]([N:8]1[CH2:13][CH2:12][N:11]([C:14]([O:16][CH2:17][C:18]2[CH:23]=[CH:22][CH:21]=[CH:20][CH:19]=2)=[O:15])[CH:10]([C:24]([C:37]2[O:38][C:34]3[CH:33]=[CH:32][C:31]([F:30])=[CH:39][C:35]=3[CH:36]=2)=[O:29])[CH2:9]1)=[O:7])([CH3:3])([CH3:4])[CH3:2]. (6) Given the reactants [CH2:1]([O:3][C@H:4]1[CH2:9][CH2:8][C@H:7]([N:10]2[CH2:15][CH2:14][CH:13]([NH:16][C:17]3[C:18]([NH2:25])=[CH:19][CH:20]=[C:21]([O:23][CH3:24])[CH:22]=3)[CH2:12][CH2:11]2)[CH2:6][CH2:5]1)[CH3:2].C(N(C(C)C)CC)(C)C.[Cl:35][C:36](Cl)([O:38]C(=O)OC(Cl)(Cl)Cl)Cl.C([O-])([O-])=O.[Na+].[Na+], predict the reaction product. The product is: [ClH:35].[CH2:1]([O:3][C@H:4]1[CH2:9][CH2:8][C@H:7]([N:10]2[CH2:15][CH2:14][CH:13]([N:16]3[C:17]4[CH:22]=[C:21]([O:23][CH3:24])[CH:20]=[CH:19][C:18]=4[NH:25][C:36]3=[O:38])[CH2:12][CH2:11]2)[CH2:6][CH2:5]1)[CH3:2]. (7) Given the reactants [CH2:1]([Si](C)(C)C)[C:2](=[CH2:4])[CH3:3].[CH2:9]([O:16][C@@H:17]1[C@@H:22]([O:23][CH2:24]C2C=CC=CC=2)[C@H:21]([O:31][CH2:32][C:33]2[CH:38]=[CH:37][CH:36]=[CH:35][CH:34]=2)[C@@H:20]([CH2:39][O:40][CH2:41][C:42]2[CH:47]=[CH:46][CH:45]=[CH:44][CH:43]=2)[O:19][C@:18]1([C:49]1[CH:54]=[C:53]([CH2:55][C:56]2[CH:61]=[CH:60][C:59]([CH2:62][CH3:63])=[CH:58][CH:57]=2)[C:52]([Cl:64])=[CH:51][C:50]=1[O:65][CH3:66])O)C1C=CC=CC=1, predict the reaction product. The product is: [CH2:9]([O:16][C@@H:17]1[C@@H:22]([O:23][CH2:24][C:42]2[CH:47]=[CH:46][CH:45]=[CH:44][CH:43]=2)[C@H:21]([O:31][CH2:32][C:33]2[CH:34]=[CH:35][CH:36]=[CH:37][CH:38]=2)[C@@H:20]([CH2:39][O:40][CH2:41][C:42]2[CH:43]=[CH:44][CH:45]=[CH:46][CH:47]=2)[O:19][C@:18]1([C:49]1[CH:54]=[C:53]([CH2:55][C:56]2[CH:61]=[CH:60][C:59]([CH2:62][CH3:63])=[CH:58][CH:57]=2)[C:52]([Cl:64])=[CH:51][C:50]=1[O:65][CH3:66])[CH2:1][C:2]([CH3:3])=[CH2:4])[C:33]1[CH:38]=[CH:37][CH:36]=[CH:35][CH:34]=1.